This data is from Full USPTO retrosynthesis dataset with 1.9M reactions from patents (1976-2016). The task is: Predict the reactants needed to synthesize the given product. Given the product [Cl:17][C:13]1[CH:12]=[C:11]2[C:16](=[CH:15][CH:14]=1)[N:8]([CH2:7][C:6]([OH:5])=[O:30])[C:9]([CH3:29])=[C:10]2[C:18]1[C:27]2[C:22](=[CH:23][CH:24]=[CH:25][CH:26]=2)[C:21](=[O:28])[N:20]([CH2:32][CH:33]2[O:38][C:37]3[CH:39]=[CH:40][CH:41]=[CH:42][C:36]=3[O:35][CH2:34]2)[N:19]=1, predict the reactants needed to synthesize it. The reactants are: C([O:5][C:6](=[O:30])[CH2:7][N:8]1[C:16]2[C:11](=[CH:12][C:13]([Cl:17])=[CH:14][CH:15]=2)[C:10]([C:18]2[C:27]3[C:22](=[CH:23][CH:24]=[CH:25][CH:26]=3)[C:21](=[O:28])[NH:20][N:19]=2)=[C:9]1[CH3:29])(C)(C)C.Cl[CH2:32][CH:33]1[O:38][C:37]2[CH:39]=[CH:40][CH:41]=[CH:42][C:36]=2[O:35][CH2:34]1.